This data is from Full USPTO retrosynthesis dataset with 1.9M reactions from patents (1976-2016). The task is: Predict the reactants needed to synthesize the given product. (1) Given the product [C:1]([O:5][C:6](=[O:31])[NH:7][C@@H:8]1[C:16]2[C:11](=[C:12]([C:17]3[S:18][C:19]([C:22]4[CH:27]=[CH:26][C:25]([O:34][CH:33]([CH3:35])[CH3:32])=[C:24]([C:29]#[N:30])[CH:23]=4)=[N:20][N:21]=3)[CH:13]=[CH:14][CH:15]=2)[CH2:10][CH2:9]1)([CH3:4])([CH3:3])[CH3:2], predict the reactants needed to synthesize it. The reactants are: [C:1]([O:5][C:6](=[O:31])[NH:7][C@@H:8]1[C:16]2[C:11](=[C:12]([C:17]3[S:18][C:19]([C:22]4[CH:27]=[CH:26][C:25](F)=[C:24]([C:29]#[N:30])[CH:23]=4)=[N:20][N:21]=3)[CH:13]=[CH:14][CH:15]=2)[CH2:10][CH2:9]1)([CH3:4])([CH3:3])[CH3:2].[CH3:32][CH:33]([CH3:35])[O-:34].[Na+]. (2) Given the product [CH3:39][N:1]1[CH2:6][CH2:5][CH:4]([C:7]2[N:12]=[CH:11][C:10]([NH:13][C:14]3[N:19]=[C:18]([CH2:20][CH2:21][C:22]4[CH:27]=[CH:26][CH:25]=[CH:24][C:23]=4[CH:28]([CH3:32])[C:29]([NH2:31])=[O:30])[C:17]([C:33]([F:34])([F:36])[F:35])=[CH:16][N:15]=3)=[CH:9][CH:8]=2)[CH2:3][CH2:2]1, predict the reactants needed to synthesize it. The reactants are: [NH:1]1[CH2:6][CH2:5][CH:4]([C:7]2[N:12]=[CH:11][C:10]([NH:13][C:14]3[N:19]=[C:18]([CH2:20][CH2:21][C:22]4[CH:27]=[CH:26][CH:25]=[CH:24][C:23]=4[CH:28]([CH3:32])[C:29]([NH2:31])=[O:30])[C:17]([C:33]([F:36])([F:35])[F:34])=[CH:16][N:15]=3)=[CH:9][CH:8]=2)[CH2:3][CH2:2]1.C=O.[C:39](O[BH-](OC(=O)C)OC(=O)C)(=O)C.[Na+]. (3) Given the product [CH2:9]([N:13]([CH2:14][CH2:15][CH2:16][CH3:17])[C:2]1[CH:7]=[CH:6][C:5]([CH3:8])=[CH:4][CH:3]=1)[CH2:10][CH2:11][CH3:12], predict the reactants needed to synthesize it. The reactants are: Br[C:2]1[CH:7]=[CH:6][C:5]([CH3:8])=[CH:4][CH:3]=1.[CH2:9]([NH:13][CH2:14][CH2:15][CH2:16][CH3:17])[CH2:10][CH2:11][CH3:12].CC(C)([O-])C.[Na+]. (4) Given the product [Cl:16][C:17]([Cl:21])([Cl:20])[C:18](=[NH:19])[O:10][CH2:9][CH2:8][C:7]1[CH:11]=[CH:12][C:13]([O:14][CH3:15])=[C:5]([O:4][CH3:3])[CH:6]=1, predict the reactants needed to synthesize it. The reactants are: [H-].[Na+].[CH3:3][O:4][C:5]1[CH:6]=[C:7]([CH:11]=[CH:12][C:13]=1[O:14][CH3:15])[CH2:8][CH2:9][OH:10].[Cl:16][C:17]([Cl:21])([Cl:20])[C:18]#[N:19].O. (5) Given the product [C:1]([O:5][C:6]([N:8]1[CH2:14][CH2:13][CH2:12][N:11]([C:15]2[N:16]([CH2:32][CH2:33][O:34][CH2:35][CH2:36][O:37][CH3:38])[C:17]3[CH:23]=[CH:22][CH:21]=[CH:20][C:18]=3[N:19]=2)[CH2:10][CH2:9]1)=[O:7])([CH3:4])([CH3:2])[CH3:3], predict the reactants needed to synthesize it. The reactants are: [C:1]([O:5][C:6]([N:8]1[CH2:14][CH2:13][CH2:12][N:11]([C:15]2[NH:19][C:18]3[CH:20]=[CH:21][CH:22]=[CH:23][C:17]=3[N:16]=2)[CH2:10][CH2:9]1)=[O:7])([CH3:4])([CH3:3])[CH3:2].CN(C)C=O.[H-].[Na+].Br[CH2:32][CH2:33][O:34][CH2:35][CH2:36][O:37][CH3:38].